From a dataset of Catalyst prediction with 721,799 reactions and 888 catalyst types from USPTO. Predict which catalyst facilitates the given reaction. (1) Reactant: [CH3:1][O:2][C:3](=[O:41])[CH2:4][C:5]1[CH:10]=[CH:9][CH:8]=[CH:7][C:6]=1[C:11]#[C:12][C:13]1[C:18]([C:19]([F:22])([F:21])[F:20])=[CH:17][N:16]=[C:15]([NH:23][C:24]2[CH:29]=[CH:28][C:27]([CH:30]3[CH2:33][N:32]([C:34]([O:36][C:37]([CH3:40])([CH3:39])[CH3:38])=[O:35])[CH2:31]3)=[CH:26][CH:25]=2)[N:14]=1. Product: [CH3:1][O:2][C:3](=[O:41])[CH2:4][C:5]1[CH:10]=[CH:9][CH:8]=[CH:7][C:6]=1[CH2:11][CH2:12][C:13]1[C:18]([C:19]([F:21])([F:22])[F:20])=[CH:17][N:16]=[C:15]([NH:23][C:24]2[CH:29]=[CH:28][C:27]([CH:30]3[CH2:31][N:32]([C:34]([O:36][C:37]([CH3:39])([CH3:40])[CH3:38])=[O:35])[CH2:33]3)=[CH:26][CH:25]=2)[N:14]=1. The catalyst class is: 99. (2) Reactant: [Cl:1][C:2]1[CH:7]=[C:6]([F:8])[CH:5]=[CH:4][C:3]=1[N:9]1[C:14]([CH3:15])=[CH:13][CH:12]=[C:11]([C:16]#N)[C:10]1=[O:18].ClC1C=C(F)C=CC=1N1C=CC(C)=C(C#N)C1=[O:36].S(=O)(=O)(O)O.[OH-:42].[Na+]. Product: [Cl:1][C:2]1[CH:7]=[C:6]([F:8])[CH:5]=[CH:4][C:3]=1[N:9]1[C:14]([CH3:15])=[CH:13][CH:12]=[C:11]([C:16]([OH:36])=[O:42])[C:10]1=[O:18]. The catalyst class is: 6. (3) Reactant: [CH3:1][O:2][C:3]1[CH:8]=[C:7]([CH3:9])[C:6]([S:10]([N:13]2[CH2:18][CH2:17][CH2:16][CH2:15][CH:14]2[CH2:19][O:20][CH2:21][C:22]([O:24]C(C)(C)C)=[O:23])(=[O:12])=[O:11])=[C:5]([CH3:29])[CH:4]=1.FC(F)(F)C(O)=O. Product: [CH3:1][O:2][C:3]1[CH:8]=[C:7]([CH3:9])[C:6]([S:10]([N:13]2[CH2:18][CH2:17][CH2:16][CH2:15][CH:14]2[CH2:19][O:20][CH2:21][C:22]([OH:24])=[O:23])(=[O:12])=[O:11])=[C:5]([CH3:29])[CH:4]=1. The catalyst class is: 4. (4) Reactant: [F:1][C:2]1[CH:10]=[C:9]2[C:5]([CH:6]=[N:7][N:8]2[CH3:11])=[C:4]([C:12](=O)[CH3:13])[CH:3]=1.Cl.[NH2:16][OH:17].CC([O-])=O.[Na+]. Product: [F:1][C:2]1[CH:10]=[C:9]2[C:5]([CH:6]=[N:7][N:8]2[CH3:11])=[C:4]([C:12](=[N:16][OH:17])[CH3:13])[CH:3]=1. The catalyst class is: 14. (5) The catalyst class is: 1. Reactant: [Cl-].[Li+].[H-].C([Al+]CC(C)C)C(C)C.[Mg].Br[C:15]1[CH:20]=[CH:19][C:18]([Cl:21])=[CH:17][C:16]=1[F:22].[C:23]([CH:25]1[CH2:27][CH:26]1[C:28](N(OC)C)=[O:29])#[N:24].[Cl-].[NH4+]. Product: [Cl:21][C:18]1[CH:19]=[CH:20][C:15]([C:28]([CH:26]2[CH2:27][CH:25]2[C:23]#[N:24])=[O:29])=[C:16]([F:22])[CH:17]=1. (6) Reactant: [CH3:1][O:2][C:3](=[O:24])[C:4]1[CH:9]=[CH:8][C:7]([CH2:10][NH:11][C:12]2[CH:17]=[CH:16][C:15]([CH:18]3[CH2:23][CH2:22][CH2:21][CH2:20][CH2:19]3)=[CH:14][CH:13]=2)=[CH:6][CH:5]=1.[C:25]([O:29][C:30](O[C:30]([O:29][C:25]([CH3:28])([CH3:27])[CH3:26])=[O:31])=[O:31])([CH3:28])([CH3:27])[CH3:26]. Product: [CH3:1][O:2][C:3](=[O:24])[C:4]1[CH:5]=[CH:6][C:7]([CH2:10][N:11]([C:30]([O:29][C:25]([CH3:28])([CH3:27])[CH3:26])=[O:31])[C:12]2[CH:13]=[CH:14][C:15]([CH:18]3[CH2:23][CH2:22][CH2:21][CH2:20][CH2:19]3)=[CH:16][CH:17]=2)=[CH:8][CH:9]=1. The catalyst class is: 821.